Dataset: Forward reaction prediction with 1.9M reactions from USPTO patents (1976-2016). Task: Predict the product of the given reaction. (1) The product is: [OH:11][C:2]1[CH:7]=[CH:6][CH:5]=[CH:4][C:3]=1[C:8](=[O:10])[CH3:9]. Given the reactants Br[C:2]1[CH:7]=[CH:6][CH:5]=[CH:4][C:3]=1[C:8](=[O:10])[CH3:9].[OH-:11].[Cs+], predict the reaction product. (2) Given the reactants [CH2:1]=[C:2]1[CH2:5][N:4]([C:6]([O:8][C:9]([CH3:12])([CH3:11])[CH3:10])=[O:7])[CH2:3]1.[Cl:13][C:14]([Cl:19])(Cl)[C:15](Cl)=[O:16].COCCOC, predict the reaction product. The product is: [Cl:13][C:14]1([Cl:19])[C:15](=[O:16])[CH2:1][C:2]21[CH2:3][N:4]([C:6]([O:8][C:9]([CH3:12])([CH3:11])[CH3:10])=[O:7])[CH2:5]2. (3) Given the reactants [C:1]1([C:7]2[C:15]3[C:10](=[CH:11][C:12]([C:16]([O:18][CH3:19])=[O:17])=[CH:13][CH:14]=3)[N:9](C(OC(C)(C)C)=O)[CH:8]=2)[CH:6]=[CH:5][CH:4]=[CH:3][CH:2]=1.[C:27]([OH:33])([C:29]([F:32])([F:31])[F:30])=[O:28], predict the reaction product. The product is: [OH:33][C:27]([C:29]([F:32])([F:31])[F:30])=[O:28].[C:1]1([C:7]2[C:15]3[C:10](=[CH:11][C:12]([C:16]([O:18][CH3:19])=[O:17])=[CH:13][CH:14]=3)[NH:9][CH:8]=2)[CH:2]=[CH:3][CH:4]=[CH:5][CH:6]=1.